This data is from Reaction yield outcomes from USPTO patents with 853,638 reactions. The task is: Predict the reaction yield, written as a fraction of the theoretical maximum amount of product (1.0 means a 100% yield; for example, 0.34 means a 34% yield). The reactants are [CH3:1][O:2][CH2:3][CH2:4][N:5]1[C:13]2[CH:12]=[CH:11][CH:10]=[C:9]([CH:14]=[O:15])[C:8]=2[C:7]([C:16](=[O:21])C(F)(F)F)=[CH:6]1.C[OH:23]. The catalyst is [OH-].[Na+]. The product is [CH:14]([C:9]1[CH:10]=[CH:11][CH:12]=[C:13]2[C:8]=1[C:7]([C:16]([OH:21])=[O:23])=[CH:6][N:5]2[CH2:4][CH2:3][O:2][CH3:1])=[O:15]. The yield is 1.00.